From a dataset of M1 muscarinic receptor agonist screen with 61,833 compounds. Binary Classification. Given a drug SMILES string, predict its activity (active/inactive) in a high-throughput screening assay against a specified biological target. (1) The molecule is O=c1n(c(=O)n(c2nc(N3CCN(CC3)c3ccccc3)n(c12)Cc1cc(ccc1)C)C)C. The result is 0 (inactive). (2) The molecule is S(=O)(=O)(N(c1cc2sc(oc2cc1)=O)C(=O)CCC)c1sccc1. The result is 0 (inactive).